From a dataset of Forward reaction prediction with 1.9M reactions from USPTO patents (1976-2016). Predict the product of the given reaction. (1) Given the reactants [CH3:1][C:2]1[CH:11]=[CH:10][CH:9]=[C:8]([N+:12]([O-:14])=[O:13])[C:3]=1[C:4]([O:6][CH3:7])=[O:5].[Br:15]N1C(=O)CCC1=O, predict the reaction product. The product is: [Br:15][CH2:1][C:2]1[CH:11]=[CH:10][CH:9]=[C:8]([N+:12]([O-:14])=[O:13])[C:3]=1[C:4]([O:6][CH3:7])=[O:5]. (2) Given the reactants Cl[C:2]1[N:7]=[CH:6][C:5]([C:8]#[N:9])=[CH:4][CH:3]=1.[NH2:10][CH2:11][CH2:12][CH2:13][CH2:14][NH2:15], predict the reaction product. The product is: [NH2:10][CH2:11][CH2:12][CH2:13][CH2:14][NH:15][C:2]1[N:7]=[CH:6][C:5]([C:8]#[N:9])=[CH:4][CH:3]=1. (3) The product is: [NH2:20][C:8]([NH:4][C:5]1[C:7]2[C:28](=[CH:27][CH:26]=[CH:35][CH:34]=2)[CH:1]=[CH:2][CH:6]=1)=[N:9][S:10]([C:13]1[CH:18]=[CH:17][C:16]([CH3:19])=[CH:15][CH:14]=1)(=[O:12])=[O:11]. Given the reactants [CH3:1][C:2]1[CH:6]=[C:5]([CH3:7])[N:4]([C:8](=[NH:20])[NH:9][S:10]([C:13]2[CH:18]=[CH:17][C:16]([CH3:19])=[CH:15][CH:14]=2)(=[O:12])=[O:11])N=1.CS(O)(=O)=O.[C:26]1(N)[C:35]2[C:27](=[CH:26][CH:35]=[CH:34][CH:34]=2)[CH:28]=[CH:28][CH:27]=1, predict the reaction product. (4) Given the reactants C[Si](C)([CH2:9][CH:10]([OH:17])[C:11]1[CH:16]=[CH:15][CH:14]=[CH:13][CH:12]=1)C1C=CC=CN=1.[F-].[K+].C(=O)([O-])[OH:22].[K+].OO, predict the reaction product. The product is: [C:11]1([CH:10]([OH:17])[CH2:9][OH:22])[CH:16]=[CH:15][CH:14]=[CH:13][CH:12]=1. (5) Given the reactants [Cl:1][C:2]1[CH:27]=[CH:26][C:5]([CH2:6][N:7]2[C:15]3[C:10](=[CH:11][C:12]([CH:16]=[C:17]4[S:21][C:20](SCC)=[N:19][C:18]4=[O:25])=[CH:13][CH:14]=3)[CH:9]=[N:8]2)=[C:4]([C:28]([F:31])([F:30])[F:29])[CH:3]=1.[CH3:32][O:33][CH2:34][CH2:35][N:36]1[CH2:41][CH2:40][NH:39][CH2:38][CH2:37]1, predict the reaction product. The product is: [Cl:1][C:2]1[CH:27]=[CH:26][C:5]([CH2:6][N:7]2[C:15]3[C:10](=[CH:11][C:12]([CH:16]=[C:17]4[S:21][C:20]([N:39]5[CH2:40][CH2:41][N:36]([CH2:35][CH2:34][O:33][CH3:32])[CH2:37][CH2:38]5)=[N:19][C:18]4=[O:25])=[CH:13][CH:14]=3)[CH:9]=[N:8]2)=[C:4]([C:28]([F:31])([F:30])[F:29])[CH:3]=1.